Task: Predict the reaction yield, written as a fraction of the theoretical maximum amount of product (1.0 means a 100% yield; for example, 0.34 means a 34% yield).. Dataset: Reaction yield outcomes from USPTO patents with 853,638 reactions (1) The product is [NH2:5][C:9]1[CH2:10][CH2:11][C@@H:7]([CH3:6])[C:8]=1[C:13]([O:15][CH2:16][CH3:17])=[O:14]. The yield is 0.970. The catalyst is CO. The reactants are C([O-])(=O)C.[NH4+:5].[CH3:6][CH:7]1[CH2:11][CH2:10][C:9](=O)[C@@H:8]1[C:13]([O:15][CH2:16][CH3:17])=[O:14]. (2) The reactants are [CH3:1]C(C)([O-])C.[K+].[F:7][C:8]1[CH:9]=[C:10]([CH:15]2[CH2:20][C:19](=O)[CH2:18][CH2:17][N:16]2[C:22]([O:24][CH2:25][C:26]2[CH:31]=[CH:30][CH:29]=[CH:28][CH:27]=2)=[O:23])[CH:11]=[CH:12][C:13]=1[F:14]. The catalyst is [Br-].C[P+](C1C=CC=CC=1)(C1C=CC=CC=1)C1C=CC=CC=1.O1CCCC1.CCCCCC. The product is [F:7][C:8]1[CH:9]=[C:10]([CH:15]2[CH2:20][C:19](=[CH2:1])[CH2:18][CH2:17][N:16]2[C:22]([O:24][CH2:25][C:26]2[CH:31]=[CH:30][CH:29]=[CH:28][CH:27]=2)=[O:23])[CH:11]=[CH:12][C:13]=1[F:14]. The yield is 0.790. (3) The reactants are [I:1][C:2]1[CH:3]=[C:4]([CH:8]=[CH:9][CH:10]=1)[C:5]([OH:7])=[O:6].[CH3:11][C:12](OC(OC(O[C:12]([CH3:14])([CH3:13])[CH3:11])=O)=O)([CH3:14])[CH3:13]. The catalyst is C(Cl)Cl.CN(C1C=CN=CC=1)C. The product is [I:1][C:2]1[CH:3]=[C:4]([CH:8]=[CH:9][CH:10]=1)[C:5]([O:7][C:12]([CH3:14])([CH3:13])[CH3:11])=[O:6]. The yield is 0.650.